From a dataset of Full USPTO retrosynthesis dataset with 1.9M reactions from patents (1976-2016). Predict the reactants needed to synthesize the given product. (1) Given the product [CH2:1]([O:3][C:4](=[O:29])[CH2:5][N:6]1[C:14]2[C:9](=[CH:10][C:11]([Cl:15])=[CH:12][CH:13]=2)[C:8]2([CH2:16][O:17][C:19]3[CH:20]=[C:21]4[C:22](=[CH:26][C:18]2=3)[CH2:23][CH2:24][O:25]4)[C:7]1=[O:28])[CH3:2], predict the reactants needed to synthesize it. The reactants are: [CH2:1]([O:3][C:4](=[O:29])[CH2:5][N:6]1[C:14]2[C:9](=[CH:10][C:11]([Cl:15])=[CH:12][CH:13]=2)[C:8]([C:18]2[C:19](O)=[CH:20][C:21]3[O:25][CH2:24][CH2:23][C:22]=3[CH:26]=2)([CH2:16][OH:17])[C:7]1=[O:28])[CH3:2].ClC1C=CC(Cl)=C2C=1C(C1C(O)=CC3OCOC=3C=1)(CO)C(=O)N2CCCCC. (2) Given the product [CH3:6][O:5][C:3](=[O:4])[C:2]([NH:8][C:9]1[CH:10]=[CH:11][C:12]([O:13][C@H:14]2[CH2:19][CH2:18][C@H:17]([C:20]([O:22][CH2:23][CH3:24])=[O:21])[CH2:16][CH2:15]2)=[CH:25][CH:26]=1)=[O:7], predict the reactants needed to synthesize it. The reactants are: Cl[C:2](=[O:7])[C:3]([O:5][CH3:6])=[O:4].[NH2:8][C:9]1[CH:26]=[CH:25][C:12]([O:13][CH:14]2[CH2:19][CH2:18][CH:17]([C:20]([O:22][CH2:23][CH3:24])=[O:21])[CH2:16][CH2:15]2)=[CH:11][CH:10]=1.N1C=CC=CC=1.